Dataset: Reaction yield outcomes from USPTO patents with 853,638 reactions. Task: Predict the reaction yield, written as a fraction of the theoretical maximum amount of product (1.0 means a 100% yield; for example, 0.34 means a 34% yield). (1) The reactants are [C:1]([O:5][C:6]([N:8]1[CH2:15][CH2:14][C:11]2([O:13][CH2:12]2)[CH2:10][CH2:9]1)=[O:7])([CH3:4])([CH3:3])[CH3:2].C(N(CC)CC)C.[FH:23].F.F.C(N(CC)CC)C. No catalyst specified. The product is [C:1]([O:5][C:6]([N:8]1[CH2:15][CH2:14][C:11]([F:23])([CH2:12][OH:13])[CH2:10][CH2:9]1)=[O:7])([CH3:4])([CH3:3])[CH3:2]. The yield is 0.160. (2) The yield is 0.400. The catalyst is ClC1C=CC=CC=1. The reactants are [CH3:1][O:2][C:3]([C:5]1[CH:10]=[C:9](Cl)[CH:8]=[CH:7][N:6]=1)=[O:4].[F:12][C:13]1[CH:18]=[C:17]([N+:19]([O-:21])=[O:20])[CH:16]=[CH:15][C:14]=1[OH:22].CO. The product is [CH3:1][O:2][C:3]([C:5]1[CH:10]=[C:9]([O:22][C:14]2[CH:15]=[CH:16][C:17]([N+:19]([O-:21])=[O:20])=[CH:18][C:13]=2[F:12])[CH:8]=[CH:7][N:6]=1)=[O:4].